Dataset: NCI-60 drug combinations with 297,098 pairs across 59 cell lines. Task: Regression. Given two drug SMILES strings and cell line genomic features, predict the synergy score measuring deviation from expected non-interaction effect. Drug 1: CC(C1=C(C=CC(=C1Cl)F)Cl)OC2=C(N=CC(=C2)C3=CN(N=C3)C4CCNCC4)N. Drug 2: CC1=CC=C(C=C1)C2=CC(=NN2C3=CC=C(C=C3)S(=O)(=O)N)C(F)(F)F. Cell line: RPMI-8226. Synergy scores: CSS=1.45, Synergy_ZIP=3.40, Synergy_Bliss=6.95, Synergy_Loewe=-2.08, Synergy_HSA=0.405.